This data is from Peptide-MHC class I binding affinity with 185,985 pairs from IEDB/IMGT. The task is: Regression. Given a peptide amino acid sequence and an MHC pseudo amino acid sequence, predict their binding affinity value. This is MHC class I binding data. (1) The peptide sequence is FLGFLATAG. The MHC is HLA-A02:03 with pseudo-sequence HLA-A02:03. The binding affinity (normalized) is 0.712. (2) The peptide sequence is SYVFNFHKY. The MHC is HLA-B57:01 with pseudo-sequence HLA-B57:01. The binding affinity (normalized) is 0.0847.